From a dataset of Full USPTO retrosynthesis dataset with 1.9M reactions from patents (1976-2016). Predict the reactants needed to synthesize the given product. Given the product [F:25][C:2]([F:1])([F:24])[C:3]1[CH:19]=[C:18]([C:20]([F:23])([F:22])[F:21])[CH:17]=[CH:16][C:4]=1[CH2:5][N:6]1[CH2:7][C@@H:8]2[CH2:13][CH:12]([CH:14]=[O:15])[CH2:11][C@@H:9]2[CH2:10]1, predict the reactants needed to synthesize it. The reactants are: [F:1][C:2]([F:25])([F:24])[C:3]1[CH:19]=[C:18]([C:20]([F:23])([F:22])[F:21])[CH:17]=[CH:16][C:4]=1[CH2:5][N:6]1[CH2:10][C@@H:9]2[CH2:11][CH:12]([CH2:14][OH:15])[CH2:13][C@@H:8]2[CH2:7]1.C(N(CC)CC)C.O.